Binary Classification. Given a T-cell receptor sequence (or CDR3 region) and an epitope sequence, predict whether binding occurs between them. From a dataset of TCR-epitope binding with 47,182 pairs between 192 epitopes and 23,139 TCRs. (1) The epitope is GTITSGWTF. The TCR CDR3 sequence is CASSPQGRGGFYGYTF. Result: 0 (the TCR does not bind to the epitope). (2) The epitope is ATDALMTGY. The TCR CDR3 sequence is CASSPFGTGPYEQYF. Result: 1 (the TCR binds to the epitope). (3) The epitope is SQASSRSSSR. The TCR CDR3 sequence is CASNQRTSGPYEQYF. Result: 0 (the TCR does not bind to the epitope). (4) The epitope is YYRRATRRIR. The TCR CDR3 sequence is CATSRDPQYQPQHF. Result: 0 (the TCR does not bind to the epitope). (5) The epitope is KLPDDFTGCV. The TCR CDR3 sequence is CTSRLDPGFLEQYF. Result: 0 (the TCR does not bind to the epitope). (6) The epitope is GTHWFVTQR. The TCR CDR3 sequence is CASSYSISNEKLFF. Result: 1 (the TCR binds to the epitope).